From a dataset of Forward reaction prediction with 1.9M reactions from USPTO patents (1976-2016). Predict the product of the given reaction. (1) Given the reactants [OH:1][C:2]1[C:27]([O:28][CH3:29])=[CH:26][C:5]2[C:6]3[N:11]([CH:12]([C:14]([CH3:19])([CH3:18])[CH2:15][O:16][CH3:17])[CH2:13][C:4]=2[CH:3]=1)[CH:10]=[C:9]([C:20]([O:22][CH2:23][CH3:24])=[O:21])[C:8](=[O:25])[CH:7]=3.C(=O)([O-])[O-].[K+].[K+].Br[CH2:37][CH:38]1[CH2:40][CH2:39]1.O, predict the reaction product. The product is: [CH:38]1([CH2:37][O:1][C:2]2[C:27]([O:28][CH3:29])=[CH:26][C:5]3[C:6]4[N:11]([CH:12]([C:14]([CH3:18])([CH3:19])[CH2:15][O:16][CH3:17])[CH2:13][C:4]=3[CH:3]=2)[CH:10]=[C:9]([C:20]([O:22][CH2:23][CH3:24])=[O:21])[C:8](=[O:25])[CH:7]=4)[CH2:40][CH2:39]1. (2) The product is: [CH3:1][O:2][C:3](=[O:17])[C@@H:4]1[CH2:8][C@@H:7]([O:9][S:19]([CH3:18])(=[O:21])=[O:20])[CH2:6][N:5]1[C:10]([O:12][C:13]([CH3:14])([CH3:16])[CH3:15])=[O:11]. Given the reactants [CH3:1][O:2][C:3](=[O:17])[C@@H:4]1[CH2:8][C@@H:7]([OH:9])[CH2:6][N:5]1[C:10]([O:12][C:13]([CH3:16])([CH3:15])[CH3:14])=[O:11].[CH3:18][S:19](Cl)(=[O:21])=[O:20], predict the reaction product.